The task is: Regression/Classification. Given a drug SMILES string, predict its absorption, distribution, metabolism, or excretion properties. Task type varies by dataset: regression for continuous measurements (e.g., permeability, clearance, half-life) or binary classification for categorical outcomes (e.g., BBB penetration, CYP inhibition). Dataset: cyp2c19_veith.. This data is from CYP2C19 inhibition data for predicting drug metabolism from PubChem BioAssay. (1) The molecule is O=C(O)CCC(O)=C1S(=O)(=O)OCCOS1(=O)=O.[Na]. The result is 0 (non-inhibitor). (2) The drug is N#Cc1cccc(NC(=O)N2CC[C@@]3(CCCN(C(=O)c4ccco4)C3)C2)c1. The result is 0 (non-inhibitor).